From a dataset of Forward reaction prediction with 1.9M reactions from USPTO patents (1976-2016). Predict the product of the given reaction. (1) Given the reactants [NH:1]1[C:5]2=[CH:6][N:7]=[CH:8][CH:9]=[C:4]2[C:3]2([CH2:11][CH2:10]2)[C:2]1=[O:12].CC(C)([O-])C.[Na+].[Cl:19][C:20]1[CH:36]=[C:35]([F:37])[C:23]2[N:24]([CH2:29][CH2:30][S:31]([CH3:34])(=[O:33])=[O:32])[C:25]([CH2:27]Cl)=[N:26][C:22]=2[CH:21]=1, predict the reaction product. The product is: [Cl:19][C:20]1[CH:36]=[C:35]([F:37])[C:23]2[N:24]([CH2:29][CH2:30][S:31]([CH3:34])(=[O:32])=[O:33])[C:25]([CH2:27][N:1]3[C:5]4=[CH:6][N:7]=[CH:8][CH:9]=[C:4]4[C:3]4([CH2:10][CH2:11]4)[C:2]3=[O:12])=[N:26][C:22]=2[CH:21]=1. (2) Given the reactants [Br:1][C:2]1[CH:3]=[C:4]2[C:9](=[CH:10][C:11]=1[O:12][CH:13]([CH3:15])[CH3:14])[O:8][C:7]([CH3:17])([CH3:16])[CH2:6][C:5]2=[O:18].S(Cl)([Cl:22])(=O)=O, predict the reaction product. The product is: [Br:1][C:2]1[CH:3]=[C:4]2[C:9](=[C:10]([Cl:22])[C:11]=1[O:12][CH:13]([CH3:14])[CH3:15])[O:8][C:7]([CH3:16])([CH3:17])[CH2:6][C:5]2=[O:18]. (3) Given the reactants Br[C:2]1[C:17]([CH3:18])=[CH:16][CH:15]=[CH:14][C:3]=1[C:4]([O:6][CH2:7][C:8]1[CH:13]=[CH:12][CH:11]=[CH:10][CH:9]=1)=[O:5].[C:19]([C:23]1[CH:28]=[CH:27][C:26](B(O)O)=[CH:25][CH:24]=1)([CH3:22])([CH3:21])[CH3:20], predict the reaction product. The product is: [C:19]([C:23]1[CH:28]=[CH:27][C:26]([C:2]2[C:3]([C:4]([O:6][CH2:7][C:8]3[CH:13]=[CH:12][CH:11]=[CH:10][CH:9]=3)=[O:5])=[CH:14][CH:15]=[CH:16][C:17]=2[CH3:18])=[CH:25][CH:24]=1)([CH3:22])([CH3:21])[CH3:20]. (4) Given the reactants [CH:1]1([NH2:5])[CH2:4][CH2:3][CH2:2]1.[CH2:6]=[C:7]1[O:11][C:9](=[O:10])[CH2:8]1, predict the reaction product. The product is: [CH:1]1([NH:5][C:9](=[O:10])[CH2:8][C:7](=[O:11])[CH3:6])[CH2:4][CH2:3][CH2:2]1. (5) Given the reactants [Cl:1][C:2]1[C:7]([C:8](=[O:10])[CH3:9])=[CH:6][CH:5]=[CH:4][N:3]=1.[CH2:11](O)[CH2:12][OH:13].O.C1(C)C=CC(S(O)(=O)=O)=CC=1, predict the reaction product. The product is: [Cl:1][C:2]1[C:7]([C:8]2([CH3:9])[O:13][CH2:12][CH2:11][O:10]2)=[CH:6][CH:5]=[CH:4][N:3]=1. (6) Given the reactants Br[C:2]1[C:10]2[C:6](=[CH:7][N:8]([CH3:11])[N:9]=2)[CH:5]=[CH:4][CH:3]=1.[CH3:12][C:13]1[CH:18]=[C:17]([CH3:19])[CH:16]=[C:15]([CH3:20])[C:14]=1B(O)O.C(=O)([O-])[O-].[Na+].[Na+], predict the reaction product. The product is: [CH3:11][N:8]1[CH:7]=[C:6]2[C:10]([C:2]([C:14]3[C:15]([CH3:20])=[CH:16][C:17]([CH3:19])=[CH:18][C:13]=3[CH3:12])=[CH:3][CH:4]=[CH:5]2)=[N:9]1.